This data is from Full USPTO retrosynthesis dataset with 1.9M reactions from patents (1976-2016). The task is: Predict the reactants needed to synthesize the given product. (1) Given the product [NH2:6][C:7]1[C:8]2[N:9]([C:13]([C@H:35]3[CH2:40][N:39]4[C:41](=[O:44])[O:42][CH2:43][C@H:38]4[CH2:37][CH2:36]3)=[N:14][C:15]=2[C:16]2[CH:17]=[CH:18][C:19]([C:20]([NH:22][C:23]3[CH:28]=[C:27]([C:29]([F:31])([F:30])[F:32])[CH:26]=[CH:25][N:24]=3)=[O:21])=[CH:33][CH:34]=2)[CH:10]=[CH:11][N:12]=1, predict the reactants needed to synthesize it. The reactants are: COC1C=C(OC)C=CC=1C[NH:6][C:7]1[C:8]2[N:9]([C:13]([C@H:35]3[CH2:40][N:39]4[C:41](=[O:44])[O:42][CH2:43][C@H:38]4[CH2:37][CH2:36]3)=[N:14][C:15]=2[C:16]2[CH:34]=[CH:33][C:19]([C:20]([NH:22][C:23]3[CH:28]=[C:27]([C:29]([F:32])([F:31])[F:30])[CH:26]=[CH:25][N:24]=3)=[O:21])=[CH:18][CH:17]=2)[CH:10]=[CH:11][N:12]=1. (2) Given the product [Cl:18][C:6]1[N:7]=[C:8]([N:12]2[CH2:17][CH2:16][O:15][CH2:14][CH2:13]2)[C:9]2[N:10]=[CH:11][C:2]([C:24]3[O:25][C:21]([CH:19]=[O:20])=[CH:22][CH:23]=3)=[CH:3][C:4]=2[N:5]=1, predict the reactants needed to synthesize it. The reactants are: Br[C:2]1[CH:11]=[N:10][C:9]2[C:8]([N:12]3[CH2:17][CH2:16][O:15][CH2:14][CH2:13]3)=[N:7][C:6]([Cl:18])=[N:5][C:4]=2[CH:3]=1.[CH:19]([C:21]1[O:25][C:24](B(O)O)=[CH:23][CH:22]=1)=[O:20].C(=O)([O-])[O-].[Na+].[Na+].CCO. (3) The reactants are: Br[C:2]1[C:3]2[N:4]([N:8]=[C:9]([Cl:11])[N:10]=2)[CH:5]=[CH:6][CH:7]=1.[CH3:12][O:13][C:14]1[CH:19]=[CH:18][C:17]([C:20]([F:23])([F:22])[F:21])=[CH:16][C:15]=1B(O)O. Given the product [Cl:11][C:9]1[N:10]=[C:3]2[C:2]([C:15]3[CH:16]=[C:17]([C:20]([F:23])([F:22])[F:21])[CH:18]=[CH:19][C:14]=3[O:13][CH3:12])=[CH:7][CH:6]=[CH:5][N:4]2[N:8]=1, predict the reactants needed to synthesize it. (4) Given the product [CH3:14][S:11]([C:10]1[C:9]([S:11]([CH3:10])(=[O:13])=[O:12])=[CH:5][C:17]([C:16]([O:20][CH3:21])=[O:18])=[C:3]([CH3:4])[CH:2]=1)(=[O:13])=[O:12], predict the reactants needed to synthesize it. The reactants are: Cl[C:2]1[C:10]([S:11]([CH3:14])(=[O:13])=[O:12])=[CH:9][C:5](C(O)=O)=[C:4](C)[CH:3]=1.[C:16](OC)([O:20][CH3:21])([O:18]C)[CH3:17]. (5) Given the product [F:1][C:2]([F:19])([F:18])[C:3]1[CH:8]=[CH:7][C:6]([C:9]2[CH:14]=[CH:13][C:12]([NH:15][CH:16]=[S:20])=[CH:11][CH:10]=2)=[CH:5][CH:4]=1, predict the reactants needed to synthesize it. The reactants are: [F:1][C:2]([F:19])([F:18])[C:3]1[CH:8]=[CH:7][C:6]([C:9]2[CH:14]=[CH:13][C:12]([NH:15][CH:16]=O)=[CH:11][CH:10]=2)=[CH:5][CH:4]=1.[S:20]([O-])([O-])(=O)=O.[Na+].[Na+]. (6) The reactants are: [NH2:1][C:2]1[C:3](=[O:10])[N:4]([CH3:9])[N:5]=[C:6]([Cl:8])[CH:7]=1.[I:11]N1C(=O)CCC1=O. Given the product [NH2:1][C:2]1[C:3](=[O:10])[N:4]([CH3:9])[N:5]=[C:6]([Cl:8])[C:7]=1[I:11], predict the reactants needed to synthesize it.